Dataset: Full USPTO retrosynthesis dataset with 1.9M reactions from patents (1976-2016). Task: Predict the reactants needed to synthesize the given product. Given the product [CH2:1]([O:3][C:4](=[O:16])[CH2:5][N:6]1[C:14]2[C:9](=[CH:10][C:11]([O:15][CH:32]([C:31]3[S:30][C:29]([C:35]4[CH:40]=[CH:39][C:38]([C:41]([F:44])([F:42])[F:43])=[CH:37][CH:36]=4)=[N:28][C:27]=3[CH2:26][CH2:25][C:19]3[C:20]([F:24])=[CH:21][CH:22]=[CH:23][C:18]=3[Cl:17])[CH3:33])=[CH:12][CH:13]=2)[CH:8]=[CH:7]1)[CH3:2], predict the reactants needed to synthesize it. The reactants are: [CH2:1]([O:3][C:4](=[O:16])[CH2:5][N:6]1[C:14]2[C:9](=[CH:10][C:11]([OH:15])=[CH:12][CH:13]=2)[CH:8]=[CH:7]1)[CH3:2].[Cl:17][C:18]1[CH:23]=[CH:22][CH:21]=[C:20]([F:24])[C:19]=1[CH2:25][CH2:26][C:27]1[N:28]=[C:29]([C:35]2[CH:40]=[CH:39][C:38]([C:41]([F:44])([F:43])[F:42])=[CH:37][CH:36]=2)[S:30][C:31]=1[CH:32](O)[CH3:33].C(P(CCCC)CCCC)CCC.N(C(N1CCCCC1)=O)=NC(N1CCCCC1)=O.